This data is from Catalyst prediction with 721,799 reactions and 888 catalyst types from USPTO. The task is: Predict which catalyst facilitates the given reaction. Reactant: [C:1]([C:9]1[CH:18]=[CH:17][C:12]2[N:13]=[CH:14][S:15](=O)[C:11]=2[CH:10]=1)(=[O:8])[C:2]1[CH:7]=[CH:6][CH:5]=[CH:4][CH:3]=1.C([O-])([O-])=[O:20].[K+].[K+].Cl[CH2:26][CH2:27][O:28][C:29]1[CH:43]=[CH:42][C:32]([O:33][C:34]([CH3:41])([CH3:40])[C:35]([O:37][CH2:38][CH3:39])=[O:36])=[CH:31][CH:30]=1.[OH-].[Na+]. Product: [C:1]([C:9]1[CH:18]=[CH:17][C:12]2[N:13]([CH2:26][CH2:27][O:28][C:29]3[CH:43]=[CH:42][C:32]([O:33][C:34]([CH3:41])([CH3:40])[C:35]([O:37][CH2:38][CH3:39])=[O:36])=[CH:31][CH:30]=3)[C:14](=[O:20])[S:15][C:11]=2[CH:10]=1)(=[O:8])[C:2]1[CH:7]=[CH:6][CH:5]=[CH:4][CH:3]=1. The catalyst class is: 18.